From a dataset of Catalyst prediction with 721,799 reactions and 888 catalyst types from USPTO. Predict which catalyst facilitates the given reaction. Reactant: [F:1][C:2]1[CH:7]=[CH:6][C:5]([C:8]2[C:9]([N:14]3[CH2:19][CH2:18][N:17]([C:20]([C:22]4[CH:23]=[N:24][N:25]([CH:27]([CH3:29])[CH3:28])[CH:26]=4)=O)[CH2:16][CH2:15]3)=[N:10][CH:11]=[CH:12][N:13]=2)=[CH:4][CH:3]=1.[Cl-:30].[NH4+]. Product: [ClH:30].[F:1][C:2]1[CH:7]=[CH:6][C:5]([C:8]2[C:9]([N:14]3[CH2:19][CH2:18][N:17]([CH2:20][C:22]4[CH:23]=[N:24][N:25]([CH:27]([CH3:29])[CH3:28])[CH:26]=4)[CH2:16][CH2:15]3)=[N:10][CH:11]=[CH:12][N:13]=2)=[CH:4][CH:3]=1. The catalyst class is: 5.